This data is from Forward reaction prediction with 1.9M reactions from USPTO patents (1976-2016). The task is: Predict the product of the given reaction. (1) Given the reactants [N:1]1[CH:2]=[CH:3][N:4]2[CH2:9][CH2:8][CH2:7][CH2:6][C:5]=12.[Br:10]N1C(=O)CCC1=O, predict the reaction product. The product is: [Br:10][C:3]1[N:4]2[CH2:9][CH2:8][CH2:7][CH2:6][C:5]2=[N:1][CH:2]=1. (2) Given the reactants [CH3:1][C:2]([CH3:5])([O-])[CH3:3].[K+].C(O[C:12](=[O:15])[NH:13][OH:14])(C)(C)C.Br[C:17]([CH3:23])([CH3:22])[C:18]([O:20][CH3:21])=[O:19], predict the reaction product. The product is: [C:2]([N:13]([OH:14])[C:12]([C:17]([CH3:23])([CH3:22])[C:18]([O:20][CH3:21])=[O:19])=[O:15])([CH3:5])([CH3:3])[CH3:1]. (3) Given the reactants C(C1C=C2C(C3C=C(C=CC=3)CNC(C3C(=O)N(CC4C=CC(F)=C(F)C=4)C=CC=3)=O)=CNC2=NC=1)#N.CC1(C)C(C)(C)OB([C:46]2[S:50][C:49]([CH2:51][NH:52][C:53]([C:55]3[C:56](=[O:70])[N:57]([CH2:61][C:62]4[CH:67]=[CH:66][C:65]([F:68])=[C:64]([F:69])[CH:63]=4)[CH:58]=[CH:59][CH:60]=3)=[O:54])=[CH:48][CH:47]=2)O1.[B].C[O:74][C:75]([C:77]1[CH:78]=[C:79]2[CH:85]=[CH:84][NH:83][C:80]2=[N:81][CH:82]=1)=[O:76], predict the reaction product. The product is: [F:69][C:64]1[CH:63]=[C:62]([CH:67]=[CH:66][C:65]=1[F:68])[CH2:61][N:57]1[CH:58]=[CH:59][CH:60]=[C:55]([C:53]([NH:52][CH2:51][C:49]2[S:50][C:46]([C:85]3[C:79]4[C:80](=[N:81][CH:82]=[C:77]([C:75]([OH:76])=[O:74])[CH:78]=4)[NH:83][CH:84]=3)=[CH:47][CH:48]=2)=[O:54])[C:56]1=[O:70]. (4) Given the reactants [C:1]1([CH3:21])[CH:6]=[CH:5][CH:4]=[CH:3][C:2]=1[NH:7][C:8]1[O:9][C:10]2[CH:16]=[C:15]([CH2:17][C:18](O)=[O:19])[CH:14]=[CH:13][C:11]=2[N:12]=1.C(N(C(C)C)CC)(C)C.F[P-](F)(F)(F)(F)F.N1(OC(N(C)C)=[N+](C)C)C2N=CC=CC=2N=N1.[CH2:55]([O:57][C:58](=[O:77])[CH2:59][CH:60]([C:67]1[CH:76]=[C:75]2[C:70]([CH2:71][CH2:72][NH:73][CH2:74]2)=[CH:69][CH:68]=1)[C:61]1[CH:66]=[CH:65][N:64]=[CH:63][CH:62]=1)[CH3:56], predict the reaction product. The product is: [CH2:55]([O:57][C:58](=[O:77])[CH2:59][CH:60]([C:61]1[CH:62]=[CH:63][N:64]=[CH:65][CH:66]=1)[C:67]1[CH:76]=[C:75]2[C:70]([CH2:71][CH2:72][NH:73][CH:74]2[C:18](=[O:19])[CH2:17][C:15]2[CH:14]=[CH:13][C:11]3[N:12]=[C:8]([NH:7][C:2]4[CH:3]=[CH:4][CH:5]=[CH:6][C:1]=4[CH3:21])[O:9][C:10]=3[CH:16]=2)=[CH:69][CH:68]=1)[CH3:56].